From a dataset of Peptide-MHC class I binding affinity with 185,985 pairs from IEDB/IMGT. Regression. Given a peptide amino acid sequence and an MHC pseudo amino acid sequence, predict their binding affinity value. This is MHC class I binding data. (1) The peptide sequence is DIALALEQY. The MHC is HLA-A03:01 with pseudo-sequence HLA-A03:01. The binding affinity (normalized) is 0. (2) The peptide sequence is SPTPGPSNA. The MHC is HLA-B39:01 with pseudo-sequence HLA-B39:01. The binding affinity (normalized) is 0.213. (3) The peptide sequence is RRDYRRGL. The MHC is Mamu-B8301 with pseudo-sequence Mamu-B8301. The binding affinity (normalized) is 0.